Dataset: Catalyst prediction with 721,799 reactions and 888 catalyst types from USPTO. Task: Predict which catalyst facilitates the given reaction. (1) Reactant: [NH2:1][C:2]1[CH:7]=[CH:6][C:5](/[C:8](/[C:25]2[CH:30]=[CH:29][C:28]([C:31]([F:34])([F:33])[F:32])=[CH:27][CH:26]=2)=[CH:9]\[CH:10]=[CH:11]\[C:12]([NH:14][C:15]2[CH:24]=[CH:23][CH:22]=[C:21]3[C:16]=2[CH:17]=[CH:18][N:19]=[CH:20]3)=[O:13])=[CH:4][CH:3]=1.[CH3:35][S:36](Cl)(=[O:38])=[O:37].C(N(CC)CC)C. Product: [CH:20]1[C:21]2[C:16](=[C:15]([NH:14][C:12](=[O:13])/[CH:11]=[CH:10]/[CH:9]=[C:8](\[C:5]3[CH:6]=[CH:7][C:2]([NH:1][S:36]([CH3:35])(=[O:38])=[O:37])=[CH:3][CH:4]=3)/[C:25]3[CH:26]=[CH:27][C:28]([C:31]([F:34])([F:32])[F:33])=[CH:29][CH:30]=3)[CH:24]=[CH:23][CH:22]=2)[CH:17]=[CH:18][N:19]=1. The catalyst class is: 1. (2) Reactant: C[O:2][CH:3](OC)[CH2:4][N:5]([C:11]1[CH:16]=[CH:15][C:14]([N:17]2[CH2:22][CH2:21][O:20][CH2:19][CH2:18]2)=[C:13]([F:23])[CH:12]=1)[C:6](=[O:10])[O:7][CH2:8][CH3:9].Cl. Product: [F:23][C:13]1[CH:12]=[C:11]([N:5]([CH2:4][CH:3]=[O:2])[C:6](=[O:10])[O:7][CH2:8][CH3:9])[CH:16]=[CH:15][C:14]=1[N:17]1[CH2:22][CH2:21][O:20][CH2:19][CH2:18]1. The catalyst class is: 23. (3) Reactant: [CH2:1]1[CH2:6][C@H:5]([C:7]([OH:9])=[O:8])[CH2:4][CH2:3][C@H:2]1[CH2:10][NH2:11].[CH3:12][CH:13]([CH3:33])[CH2:14][C:15]([O:17][CH:18]([O:22][C:23](ON1C(=O)CCC1=O)=[O:24])[CH:19]([CH3:21])[CH3:20])=[O:16]. Product: [CH3:12][CH:13]([CH3:33])[CH2:14][C:15]([O:17][CH:18]([O:22][C:23]([NH:11][CH2:10][C@H:2]1[CH2:3][CH2:4][C@H:5]([C:7]([OH:9])=[O:8])[CH2:6][CH2:1]1)=[O:24])[CH:19]([CH3:20])[CH3:21])=[O:16]. The catalyst class is: 761.